Task: Predict which catalyst facilitates the given reaction.. Dataset: Catalyst prediction with 721,799 reactions and 888 catalyst types from USPTO (1) Reactant: [ClH:1].C(OC([NH:9][CH2:10][C@H:11]1[CH2:16][CH2:15][C@H:14]([C:17]([NH:19][C@@H:20]([CH2:44][C:45]2[CH:50]=[CH:49][C:48]([C:51]3[CH:56]=[CH:55][CH:54]=[CH:53][C:52]=3[C:57](=[O:59])[NH2:58])=[CH:47][CH:46]=2)[C:21]([NH:23][C:24]2[CH:29]=[CH:28][C:27]([C:30]3[NH:34][N:33]=[C:32]([C:35]([F:43])([F:42])[C:36]([F:41])([F:40])[C:37]([OH:39])=[O:38])[N:31]=3)=[CH:26][CH:25]=2)=[O:22])=[O:18])[CH2:13][CH2:12]1)=O)(C)(C)C.C(#N)C. Product: [ClH:1].[NH2:9][CH2:10][C@H:11]1[CH2:12][CH2:13][C@H:14]([C:17]([NH:19][C@@H:20]([CH2:44][C:45]2[CH:46]=[CH:47][C:48]([C:51]3[CH:56]=[CH:55][CH:54]=[CH:53][C:52]=3[C:57](=[O:59])[NH2:58])=[CH:49][CH:50]=2)[C:21]([NH:23][C:24]2[CH:29]=[CH:28][C:27]([C:30]3[NH:34][N:33]=[C:32]([C:35]([F:43])([F:42])[C:36]([F:40])([F:41])[C:37]([OH:39])=[O:38])[N:31]=3)=[CH:26][CH:25]=2)=[O:22])=[O:18])[CH2:15][CH2:16]1. The catalyst class is: 12. (2) Reactant: C([O:8][C:9]([C:11]1[C:20]([O:21][CH2:22][C:23]2[CH:28]=[CH:27][CH:26]=[CH:25][CH:24]=2)=[CH:19][C:18]2[C:13](=[CH:14][C:15]([O:29][CH2:30][C:31]3[CH:36]=[CH:35][CH:34]=[CH:33][CH:32]=3)=[CH:16][CH:17]=2)[CH:12]=1)=[O:10])C1C=CC=CC=1.[OH-].[Na+]. Product: [CH2:22]([O:21][C:20]1[C:11]([C:9]([OH:10])=[O:8])=[CH:12][C:13]2[C:18]([CH:19]=1)=[CH:17][CH:16]=[C:15]([O:29][CH2:30][C:31]1[CH:36]=[CH:35][CH:34]=[CH:33][CH:32]=1)[CH:14]=2)[C:23]1[CH:28]=[CH:27][CH:26]=[CH:25][CH:24]=1. The catalyst class is: 14. (3) Reactant: [F:1][C:2]1[C:3]([CH3:11])=[C:4]([CH:7]=[CH:8][C:9]=1[F:10])[C:5]#[N:6].[H-].[Al+3].[Li+].[H-].[H-].[H-].O. The catalyst class is: 7. Product: [F:1][C:2]1[C:3]([CH3:11])=[C:4]([CH:7]=[CH:8][C:9]=1[F:10])[CH2:5][NH2:6]. (4) Reactant: [O:1]1CCO[CH:2]1[C:6]1[CH:7]=[C:8]([CH:12]([C:14]2[CH:19]=[CH:18][CH:17]=[CH:16][CH:15]=2)O)[CH:9]=[CH:10][CH:11]=1.[I-].[Na+].ClC([SiH3])Cl. Product: [CH2:12]([C:8]1[CH:7]=[C:6]([CH:11]=[CH:10][CH:9]=1)[CH:2]=[O:1])[C:14]1[CH:15]=[CH:16][CH:17]=[CH:18][CH:19]=1. The catalyst class is: 290.